Dataset: Forward reaction prediction with 1.9M reactions from USPTO patents (1976-2016). Task: Predict the product of the given reaction. (1) The product is: [Cl:8][C:7]1[C:6]([NH:23][CH2:22][CH:20]2[CH2:21][CH:19]2[C:12]2[C:13]([O:17][CH3:18])=[CH:14][CH:15]=[CH:16][C:11]=2[F:10])=[CH:5][N:4]=[N:3][C:2]=1[NH:30][NH2:31]. Given the reactants Cl[C:2]1[N:3]=[N:4][CH:5]=[C:6](Cl)[C:7]=1[Cl:8].[F:10][C:11]1[CH:16]=[CH:15][CH:14]=[C:13]([O:17][CH3:18])[C:12]=1[CH:19]1[CH2:21][CH:20]1[CH2:22][NH2:23].C(=O)([O-])[O-].[K+].[K+].[NH2:30][NH2:31], predict the reaction product. (2) Given the reactants Br[C:2]1[CH:7]=[CH:6][CH:5]=[CH:4][CH:3]=1.[NH2:8][C@H:9]1[C:18]2[C:13](=[CH:14][CH:15]=[CH:16][N:17]=2)[N:12]([C:19](=[O:21])[CH3:20])[C@@H:11]([CH3:22])[C@@H:10]1[CH3:23].CC(C1C=C(C(C)C)C(C2C(P(C3CCCCC3)C3CCCCC3)=C(OC)C=CC=2OC)=C(C(C)C)C=1)C.CC(C)([O-])C.[Na+], predict the reaction product. The product is: [CH3:22][C@H:11]1[C@H:10]([CH3:23])[C@@H:9]([NH:8][C:2]2[CH:7]=[CH:6][CH:5]=[CH:4][CH:3]=2)[C:18]2[C:13](=[CH:14][CH:15]=[CH:16][N:17]=2)[N:12]1[C:19](=[O:21])[CH3:20].